This data is from Full USPTO retrosynthesis dataset with 1.9M reactions from patents (1976-2016). The task is: Predict the reactants needed to synthesize the given product. (1) Given the product [F:20][C:21]1[C:26]([F:27])=[C:25]([C:28]2[CH:33]=[CH:32][CH:31]=[CH:30][CH:29]=2)[N:24]=[C:23]([C:34]([O:47][CH:44]([CH3:46])[CH3:45])=[O:35])[CH:22]=1, predict the reactants needed to synthesize it. The reactants are: ClC1C(Cl)=C(C2C=CC=CC=2)N=C(C(Cl)=O)C=1.[F-].[K+].[F:20][C:21]1[C:26]([F:27])=[C:25]([C:28]2[CH:33]=[CH:32][CH:31]=[CH:30][CH:29]=2)[N:24]=[C:23]([C:34](F)=[O:35])[CH:22]=1.C(N(CC)CC)C.[CH:44]([OH:47])([CH3:46])[CH3:45]. (2) Given the product [C:1]([O:4][C@H:5]1[C@@H:19]([O:20][C:21](=[O:23])[CH3:22])[C@H:18]([O:24][C:25](=[O:27])[CH3:26])[C@@H:17]([CH2:28][O:29][C:30](=[O:32])[CH3:31])[O:16][C@@H:6]1[O:7][C:8]1[CH:13]=[CH:12][C:11]([N:33]2[C:37]3=[N:38][CH:39]=[C:40]([C:42]#[N:43])[CH:41]=[C:36]3[CH:35]=[CH:34]2)=[CH:10][C:9]=1[Cl:15])(=[O:3])[CH3:2], predict the reactants needed to synthesize it. The reactants are: [C:1]([O:4][C@H:5]1[C@@H:19]([O:20][C:21](=[O:23])[CH3:22])[C@H:18]([O:24][C:25](=[O:27])[CH3:26])[C@@H:17]([CH2:28][O:29][C:30](=[O:32])[CH3:31])[O:16][C@@H:6]1[O:7][C:8]1[CH:13]=[CH:12][C:11](I)=[CH:10][C:9]=1[Cl:15])(=[O:3])[CH3:2].[NH:33]1[C:37]2=[N:38][CH:39]=[C:40]([C:42]#[N:43])[CH:41]=[C:36]2[CH:35]=[CH:34]1.[O-]P([O-])([O-])=O.[K+].[K+].[K+].[C@@H]1(N)CCCC[C@H]1N.